Task: Predict the reactants needed to synthesize the given product.. Dataset: Full USPTO retrosynthesis dataset with 1.9M reactions from patents (1976-2016) (1) Given the product [ClH:21].[F:1][C:2]1[C:3]([CH:9]([NH2:11])[CH3:10])=[N:4][CH:5]=[C:6]([F:8])[CH:7]=1, predict the reactants needed to synthesize it. The reactants are: [F:1][C:2]1[C:3]([C:9](=[N:11]O)[CH3:10])=[N:4][CH:5]=[C:6]([F:8])[CH:7]=1.[OH-].[NH4+].C([O-])(=O)C.[NH4+].[Na+].[Cl-:21]. (2) Given the product [CH3:1][O:2][C:3](=[O:18])[C:4]1[CH:5]=[C:6]([CH:14]=[C:15]([NH:17][C:30](=[O:31])[CH2:29][CH2:28][CH2:27][Cl:26])[CH:16]=1)[C:7]([O:9][C:10]([CH3:13])([CH3:11])[CH3:12])=[O:8], predict the reactants needed to synthesize it. The reactants are: [CH3:1][O:2][C:3](=[O:18])[C:4]1[CH:5]=[C:6]([CH:14]=[C:15]([NH2:17])[CH:16]=1)[C:7]([O:9][C:10]([CH3:13])([CH3:12])[CH3:11])=[O:8].CCN(CC)CC.[Cl:26][CH2:27][CH2:28][CH2:29][C:30](Cl)=[O:31]. (3) Given the product [Br:12][CH:9]([CH3:10])[C:8]([C:5]1[CH:4]=[CH:3][C:2]([Cl:1])=[CH:7][CH:6]=1)=[O:11], predict the reactants needed to synthesize it. The reactants are: [Cl:1][C:2]1[CH:7]=[CH:6][C:5]([C:8](=[O:11])[CH2:9][CH3:10])=[CH:4][CH:3]=1.[BrH:12].BrBr. (4) Given the product [C:14](=[S:15])([O:16][CH2:17][CH3:18])[S:19][C:2]1[CH:7]=[N:6][C:5]([Cl:8])=[CH:4][CH:3]=1, predict the reactants needed to synthesize it. The reactants are: N[C:2]1[CH:3]=[CH:4][C:5]([Cl:8])=[N:6][CH:7]=1.O.N([O-])=O.[Na+].[C:14](=[S:19])([O:16][CH2:17][CH3:18])[S-:15].[K+]. (5) The reactants are: [CH3:1][C@@H:2]1[CH2:6][CH2:5][C@H:4]([CH3:7])[N:3]1[C:8]([C:10]1([NH:15]C(=O)OC(C)(C)C)[CH2:14][CH2:13][CH2:12][CH2:11]1)=[O:9].[ClH:23]. Given the product [ClH:23].[NH2:15][C:10]1([C:8]([N:3]2[C@@H:4]([CH3:7])[CH2:5][CH2:6][C@H:2]2[CH3:1])=[O:9])[CH2:14][CH2:13][CH2:12][CH2:11]1, predict the reactants needed to synthesize it. (6) Given the product [Cl:1][C:2]1[C:3]([O:16][C:17]2[CH:18]=[N:19][C:20]([O:24][CH2:25][C:26]([F:30])([F:31])[CH:27]([F:28])[F:29])=[C:21]([Cl:23])[CH:22]=2)=[CH:4][C:5]([F:15])=[C:6]([CH:14]=1)[C:7]([OH:9])=[O:8], predict the reactants needed to synthesize it. The reactants are: [Cl:1][C:2]1[C:3]([O:16][C:17]2[CH:18]=[N:19][C:20]([O:24][CH2:25][C:26]([F:31])([F:30])[CH:27]([F:29])[F:28])=[C:21]([Cl:23])[CH:22]=2)=[CH:4][C:5]([F:15])=[C:6]([CH:14]=1)[C:7]([O:9]C(C)(C)C)=[O:8].FC(F)(F)C(O)=O. (7) Given the product [CH2:1]([O:3][C:4](=[O:21])[CH2:5][C:6]1[C:14]2[C:9]3=[C:10]([S:15][CH2:16][CH2:17][N:8]3[C:7]=1[C:18]([O:20][CH3:25])=[O:19])[CH:11]=[CH:12][CH:13]=2)[CH3:2], predict the reactants needed to synthesize it. The reactants are: [CH2:1]([O:3][C:4](=[O:21])[CH2:5][C:6]1[C:14]2[C:9]3=[C:10]([S:15][CH2:16][CH2:17][N:8]3[C:7]=1[C:18]([OH:20])=[O:19])[CH:11]=[CH:12][CH:13]=2)[CH3:2].CO.[Si](C=[N+]=[N-])(C)(C)[CH3:25]. (8) Given the product [NH2:29][C:27]1[CH:26]=[CH:25][C:23]2[NH:24][C:19]([C:3]3[C:4](=[O:18])[C@:5]([CH3:17])([CH2:12][CH2:13][CH:14]([CH3:16])[CH3:15])[C:6]4[C:11]([C:2]=3[OH:1])=[CH:10][CH:9]=[CH:8][CH:7]=4)=[N:20][S:21](=[O:38])(=[O:37])[C:22]=2[CH:28]=1, predict the reactants needed to synthesize it. The reactants are: [OH:1][C:2]1[C:11]2[C:6](=[CH:7][CH:8]=[CH:9][CH:10]=2)[C@@:5]([CH3:17])([CH2:12][CH2:13][CH:14]([CH3:16])[CH3:15])[C:4](=[O:18])[C:3]=1[C:19]1[NH:24][C:23]2[CH:25]=[CH:26][C:27]([NH:29]C(=O)OC(C)(C)C)=[CH:28][C:22]=2[S:21](=[O:38])(=[O:37])[N:20]=1.Cl.O1CCOCC1. (9) Given the product [O:34]=[C:7]1[CH2:9][CH2:1][CH2:2][N:3]1[C:4]1[CH:5]=[CH:22][C:23]([C:18]([NH:47][CH2:48][C:49](=[O:50])[N:51]2[CH2:52][CH2:53][CH:54]([O:57][C:58]3[CH:63]=[CH:62][CH:61]=[C:60]([C:64]([F:67])([F:65])[F:66])[CH:59]=3)[CH2:55][CH2:56]2)=[O:19])=[CH:21][CH:6]=1, predict the reactants needed to synthesize it. The reactants are: [CH3:1][CH2:2][N:3]([CH:7]([CH3:9])C)[CH:4]([CH3:6])[CH3:5].C1(N2C=C([C:18](O)=[O:19])N=N2)CC1.[CH:21]1(N)[CH2:23][CH2:22]1.C1C=CC2N([OH:34])N=NC=2C=1.CCN=C=NCCCN(C)C.Cl.[NH2:47][CH2:48][C:49]([N:51]1[CH2:56][CH2:55][CH:54]([O:57][C:58]2[CH:63]=[CH:62][CH:61]=[C:60]([C:64]([F:67])([F:66])[F:65])[CH:59]=2)[CH2:53][CH2:52]1)=[O:50]. (10) Given the product [C:18]([O:17][CH2:16][CH2:15][N:9]1[C:10]([C:11]([F:13])([F:14])[F:12])=[C:6]([C:4]([OH:5])=[O:3])[CH:7]=[N:8]1)([CH3:21])([CH3:19])[CH3:20], predict the reactants needed to synthesize it. The reactants are: C([O:3][C:4]([C:6]1[CH:7]=[N:8][N:9]([CH2:15][CH2:16][O:17][C:18]([CH3:21])([CH3:20])[CH3:19])[C:10]=1[C:11]([F:14])([F:13])[F:12])=[O:5])C.[OH-].[Li+].